This data is from Reaction yield outcomes from USPTO patents with 853,638 reactions. The task is: Predict the reaction yield, written as a fraction of the theoretical maximum amount of product (1.0 means a 100% yield; for example, 0.34 means a 34% yield). (1) The reactants are [O:1]1[C:5]([C:6]2[CH:11]=[CH:10][CH:9]=[CH:8][N:7]=2)=[CH:4][N:3]=[CH:2]1.[Li]CCCC.[C:17](O)(=[O:25])[CH2:18][CH2:19][CH2:20][CH2:21][CH2:22][CH2:23][CH3:24].C(Cl)(=O)C(Cl)=O. The catalyst is C1COCC1.C(Cl)Cl.[Cl-].[Cl-].[Zn+2]. The product is [N:7]1[CH:8]=[CH:9][CH:10]=[CH:11][C:6]=1[C:5]1[O:1][C:2]([C:17](=[O:25])[CH2:18][CH2:19][CH2:20][CH2:21][CH2:22][CH2:23][CH3:24])=[N:3][CH:4]=1. The yield is 0.520. (2) The reactants are [F:1][C:2]([F:13])([C:6]1[CH:11]=[CH:10][C:9]([F:12])=[CH:8][N:7]=1)[C:3]([O-])=O.[Na+].[NH2:15][C:16]1[C:24]([CH3:25])=[CH:23][CH:22]=[CH:21][C:17]=1[C:18]([NH2:20])=[O:19].C[Si](OP(=O)=O)(C)C. No catalyst specified. The product is [F:1][C:2]([F:13])([C:6]1[CH:11]=[CH:10][C:9]([F:12])=[CH:8][N:7]=1)[C:3]1[NH:20][C:18](=[O:19])[C:17]2[C:16](=[C:24]([CH3:25])[CH:23]=[CH:22][CH:21]=2)[N:15]=1. The yield is 0.290.